The task is: Predict which catalyst facilitates the given reaction.. This data is from Catalyst prediction with 721,799 reactions and 888 catalyst types from USPTO. Reactant: [CH2:1]([O:3][C:4](=[O:19])[CH:5]([O:16][CH2:17][CH3:18])[CH2:6][C:7]1[CH:12]=[CH:11][C:10]([OH:13])=[C:9]([O:14][CH3:15])[CH:8]=1)[CH3:2].[CH3:20][C:21]1[CH:22]=[C:23]([C:28]2[S:29][C:30]([CH3:36])=[C:31]([CH2:33][CH2:34]O)[N:32]=2)[CH:24]=[C:25]([CH3:27])[CH:26]=1.COC(=O)CC(=O)C(Br)C.CC1C=C(C=C(C)C=1)C(N)=S.C1(P(C2C=CC=CC=2)C2C=CC=CC=2)C=CC=CC=1.N(C(OCC)=O)=NC(OCC)=O. Product: [CH2:1]([O:3][C:4](=[O:19])[CH:5]([O:16][CH2:17][CH3:18])[CH2:6][C:7]1[CH:12]=[CH:11][C:10]([O:13][CH2:34][CH2:33][C:31]2[N:32]=[C:28]([C:23]3[CH:22]=[C:21]([CH3:20])[CH:26]=[C:25]([CH3:27])[CH:24]=3)[S:29][C:30]=2[CH3:36])=[C:9]([O:14][CH3:15])[CH:8]=1)[CH3:2]. The catalyst class is: 7.